This data is from Peptide-MHC class II binding affinity with 134,281 pairs from IEDB. The task is: Regression. Given a peptide amino acid sequence and an MHC pseudo amino acid sequence, predict their binding affinity value. This is MHC class II binding data. The peptide sequence is YDKFLANSSTVLTGK. The MHC is DRB1_1001 with pseudo-sequence DRB1_1001. The binding affinity (normalized) is 0.567.